From a dataset of Reaction yield outcomes from USPTO patents with 853,638 reactions. Predict the reaction yield, written as a fraction of the theoretical maximum amount of product (1.0 means a 100% yield; for example, 0.34 means a 34% yield). (1) The reactants are Cl[C:2]1[CH:3]=[CH:4][C:5]2[N:6]([C:8]([C:11]([O:13][CH2:14][CH3:15])=[O:12])=[CH:9][N:10]=2)[N:7]=1.[F:16][C:17]([F:28])([F:27])[C:18]1[CH:19]=[C:20](B(O)O)[CH:21]=[CH:22][CH:23]=1.C([O-])([O-])=O.[Cs+].[Cs+]. The catalyst is C1C=CC([P]([Pd]([P](C2C=CC=CC=2)(C2C=CC=CC=2)C2C=CC=CC=2)([P](C2C=CC=CC=2)(C2C=CC=CC=2)C2C=CC=CC=2)[P](C2C=CC=CC=2)(C2C=CC=CC=2)C2C=CC=CC=2)(C2C=CC=CC=2)C2C=CC=CC=2)=CC=1.O1CCOCC1.O.C(O)C. The product is [F:16][C:17]([F:28])([F:27])[C:18]1[CH:23]=[C:22]([C:2]2[CH:3]=[CH:4][C:5]3[N:6]([C:8]([C:11]([O:13][CH2:14][CH3:15])=[O:12])=[CH:9][N:10]=3)[N:7]=2)[CH:21]=[CH:20][CH:19]=1. The yield is 0.800. (2) The product is [Cl:1][C:2]1[C:3]([F:10])=[C:4]([CH:6]=[CH:7][C:8]=1[F:9])[NH:5][C:13]1[C:22]2[C:17](=[CH:18][C:19]([O:37][CH3:38])=[C:20]([O:23][CH:24]3[CH2:25][CH2:26][NH:27][CH2:28][CH2:29]3)[CH:21]=2)[N:16]=[CH:15][N:14]=1. The yield is 0.850. The catalyst is C(O)(C)C. The reactants are [Cl:1][C:2]1[C:3]([F:10])=[C:4]([CH:6]=[CH:7][C:8]=1[F:9])[NH2:5].Cl.Cl[C:13]1[C:22]2[C:17](=[CH:18][C:19]([O:37][CH3:38])=[C:20]([O:23][CH:24]3[CH2:29][CH2:28][N:27](C(OC(C)(C)C)=O)[CH2:26][CH2:25]3)[CH:21]=2)[N:16]=[CH:15][N:14]=1. (3) The reactants are [CH3:1][O:2][C:3]1[N:8]=[C:7]([C:9]2[CH:13]=[CH:12][S:11][C:10]=2[CH:14]=O)[CH:6]=[CH:5][CH:4]=1.[CH3:16][C:17]([CH3:19])=[O:18].[OH-].[Na+].Cl. The catalyst is O. The product is [CH3:1][O:2][C:3]1[N:8]=[C:7]([C:9]2[CH:13]=[CH:12][S:11][C:10]=2/[CH:14]=[CH:16]/[C:17](=[O:18])[CH3:19])[CH:6]=[CH:5][CH:4]=1. The yield is 0.670. (4) The reactants are [O-]P([O-])([O-])=O.[K+].[K+].[K+].[NH:9]1[CH2:13][CH2:12][CH2:11][C:10]1=[O:14].I[C:16]1[CH:21]=[CH:20][CH:19]=[CH:18][CH:17]=1.C(O)CO. The catalyst is [Cu]I.CCCCCC.C(OCC)(=O)C.CC(O)C. The product is [C:16]1([N:9]2[CH2:13][CH2:12][CH2:11][C:10]2=[O:14])[CH:21]=[CH:20][CH:19]=[CH:18][CH:17]=1. The yield is 0.500. (5) The product is [C:2]([O:7][C@@H:8]1[C@@H:9]([CH2:20][C:21]2[C:30]3[C:25](=[CH:26][CH:27]=[CH:28][CH:29]=3)[CH:24]=[CH:23][CH:22]=2)[CH2:10][O:11][CH2:12][C@H:13]([NH:19][C:73](=[O:74])[C:66]2[C:65]([OH:64])=[C:70]([O:71][CH3:72])[CH:69]=[CH:68][N:67]=2)[C:14](=[O:18])[O:15][C@H:16]1[CH3:17])(=[O:6])[CH:3]([CH3:5])[CH3:4]. The yield is 0.880. The catalyst is C(Cl)Cl. The reactants are [Cl-].[C:2]([O:7][C@H:8]1[C@H:16]([CH3:17])[O:15][C:14](=[O:18])[C@@H:13]([NH3+:19])[CH2:12][O:11][CH2:10][C@@H:9]1[CH2:20][C:21]1[C:30]2[C:25](=[CH:26][CH:27]=[CH:28][CH:29]=2)[CH:24]=[CH:23][CH:22]=1)(=[O:6])[CH:3]([CH3:5])[CH3:4].C1CN([P+](ON2N=NC3C=CC=CC2=3)(N2CCCC2)N2CCCC2)CC1.F[P-](F)(F)(F)(F)F.[OH:64][C:65]1[C:66]([C:73](O)=[O:74])=[N:67][CH:68]=[CH:69][C:70]=1[O:71][CH3:72].C(N(C(C)C)C(C)C)C. (6) The reactants are [CH:1]([N:4]1[C:8]([O:9][CH2:10][C:11]2[CH:20]=[CH:19][C:18]3[C:13](=[CH:14][CH:15]=[CH:16][CH:17]=3)[N:12]=2)=[CH:7][C:6]([C:21](OC)=[O:22])=[N:5]1)([CH3:3])[CH3:2].[H-].C([Al+]CC(C)C)C(C)C.C(O)C.[Cl-].[NH4+]. The catalyst is O1CCCC1.C1(C)C=CC=CC=1. The product is [CH:1]([N:4]1[C:8]([O:9][CH2:10][C:11]2[CH:20]=[CH:19][C:18]3[C:13](=[CH:14][CH:15]=[CH:16][CH:17]=3)[N:12]=2)=[CH:7][C:6]([CH2:21][OH:22])=[N:5]1)([CH3:3])[CH3:2]. The yield is 0.830. (7) The reactants are [I:1][C:2]1[C:3]([CH2:11][C:12]2[NH:13][C:14]3[C:19]([N:20]=2)=[C:18]([NH2:21])[N:17]=[CH:16][N:15]=3)=[CH:4][C:5]2[O:9][CH2:8][O:7][C:6]=2[CH:10]=1.[C:22]([O:26][C:27]([N:29]([CH:44]([CH3:46])[CH3:45])[CH:30](OS(C1C=CC(C)=CC=1)(=O)=O)[CH2:31][CH3:32])=[O:28])([CH3:25])([CH3:24])[CH3:23].C([O-])([O-])=O.[Cs+].[Cs+]. The catalyst is CN(C=O)C. The product is [C:22]([O:26][C:27](=[O:28])[N:29]([CH2:30][CH2:31][CH2:32][N:13]1[C:12]([CH2:11][C:3]2[C:2]([I:1])=[CH:10][C:6]3[O:7][CH2:8][O:9][C:5]=3[CH:4]=2)=[N:20][C:19]2[C:14]1=[N:15][CH:16]=[N:17][C:18]=2[NH2:21])[CH:44]([CH3:45])[CH3:46])([CH3:24])([CH3:25])[CH3:23]. The yield is 0.920. (8) The reactants are C([O:3][C:4](=O)[CH2:5][C:6]([C:8]1[CH:13]=[CH:12][N:11]=[CH:10][C:9]=1[F:14])=O)C.[CH3:16][NH:17][C:18]([NH2:20])=[S:19].N12CCCN=C1CCCCC2.CS(O)(=O)=O. The catalyst is C1(C)C=CC=CC=1.O. The product is [F:14][C:9]1[CH:10]=[N:11][CH:12]=[CH:13][C:8]=1[C:6]1[N:20]=[C:18]([SH:19])[N:17]([CH3:16])[C:4](=[O:3])[CH:5]=1. The yield is 0.680.